This data is from Full USPTO retrosynthesis dataset with 1.9M reactions from patents (1976-2016). The task is: Predict the reactants needed to synthesize the given product. (1) Given the product [N:15]([C@H:5]1[C:14]2[C:9](=[CH:10][CH:11]=[CH:12][CH:13]=2)[CH2:8][CH2:7][CH2:6]1)=[C:1]=[S:2], predict the reactants needed to synthesize it. The reactants are: [C:1](Cl)(Cl)=[S:2].[C@H:5]1([NH2:15])[C:14]2[C:9](=[CH:10][CH:11]=[CH:12][CH:13]=2)[CH2:8][CH2:7][CH2:6]1.[OH-].[Na+]. (2) Given the product [F:1][C:2]1[CH:7]=[CH:6][C:5]([C:8]2[N:12]=[N:11][N:10]([CH3:13])[C:9]=2[C:14]2[N:15]=[CH:16][N:17]([C:19]3[CH:20]=[CH:21][C:22]([C:23]([N:39]4[CH2:40][C:37]5([CH2:34][O:35][CH2:36]5)[CH2:38]4)=[O:25])=[CH:26][CH:27]=3)[CH:18]=2)=[CH:4][CH:3]=1, predict the reactants needed to synthesize it. The reactants are: [F:1][C:2]1[CH:7]=[CH:6][C:5]([C:8]2[N:12]=[N:11][N:10]([CH3:13])[C:9]=2[C:14]2[N:15]=[CH:16][N:17]([C:19]3[CH:27]=[CH:26][C:22]([C:23]([OH:25])=O)=[CH:21][CH:20]=3)[CH:18]=2)=[CH:4][CH:3]=1.C([O-])(=O)C([O-])=O.[CH2:34]1[C:37]2([CH2:40][NH2+:39][CH2:38]2)[CH2:36][O:35]1.[CH2:34]1[C:37]2([CH2:40][NH2+:39][CH2:38]2)[CH2:36][O:35]1. (3) Given the product [Br:12][C:7]1[CH:6]=[CH:5][C:4]2[C:9](=[CH:10][CH:11]=[C:2]([C:17]3[CH:16]=[CH:15][C:14]([F:13])=[CH:19][C:18]=3[F:20])[CH:3]=2)[CH:8]=1, predict the reactants needed to synthesize it. The reactants are: Br[C:2]1[CH:11]=[CH:10][C:9]2[C:4](=[CH:5][CH:6]=[C:7]([Br:12])[CH:8]=2)[CH:3]=1.[F:13][C:14]1[CH:19]=[C:18]([F:20])[CH:17]=[CH:16][C:15]=1B(O)O.C(=O)([O-])[O-].[Na+].[Na+].C1(C)C=CC=CC=1P(C1C=CC=CC=1C)C1C=CC=CC=1C. (4) Given the product [NH2:3][CH2:12]/[CH:13]=[CH:14]/[C:15]1[CH:20]=[CH:19][C:18]([NH:21][C:22]([C:24]2[C:25]([C:30]3[CH:31]=[CH:32][C:33]([C:36]([F:37])([F:38])[F:39])=[CH:34][CH:35]=3)=[CH:26][CH:27]=[CH:28][CH:29]=2)=[O:23])=[CH:17][CH:16]=1, predict the reactants needed to synthesize it. The reactants are: O=C1C2C(=CC=CC=2)C(=O)[N:3]1[CH2:12]/[CH:13]=[CH:14]/[C:15]1[CH:20]=[CH:19][C:18]([NH:21][C:22]([C:24]2[C:25]([C:30]3[CH:35]=[CH:34][C:33]([C:36]([F:39])([F:38])[F:37])=[CH:32][CH:31]=3)=[CH:26][CH:27]=[CH:28][CH:29]=2)=[O:23])=[CH:17][CH:16]=1.NN.